Dataset: Catalyst prediction with 721,799 reactions and 888 catalyst types from USPTO. Task: Predict which catalyst facilitates the given reaction. (1) Reactant: Cl[CH2:2]/[CH:3]=[CH:4]\[CH2:5]Cl.C[Si](C)(C)CCOC[N:13]1[C:17]2=[N:18][CH:19]=[CH:20][CH:21]=[C:16]2[CH2:15][C:14]1=O.C(=O)([O-])[O-].[Cs+].[Cs+]. Product: [N:13]1[C:17]2=[N:18][CH:19]=[CH:20][CH:21]=[C:16]2[C:15]2([CH2:5][CH:4]=[CH:3][CH2:2]2)[CH:14]=1. The catalyst class is: 3. (2) Reactant: [Cl:1][C:2]1[N:7]=[C:6]([NH2:8])[C:5]([NH2:9])=[CH:4][CH:3]=1.[S:10](Cl)(Cl)=O. Product: [Cl:1][C:2]1[CH:3]=[CH:4][C:5]2[C:6](=[N:8][S:10][N:9]=2)[N:7]=1. The catalyst class is: 12. (3) Product: [CH:11]([C:7]1[CH:6]=[C:5]2[C:10]([C:2]([C:14]#[N:15])=[N:3][NH:4]2)=[CH:9][CH:8]=1)=[O:12]. Reactant: I[C:2]1[C:10]2[C:5](=[CH:6][C:7]([CH:11]=[O:12])=[CH:8][CH:9]=2)[NH:4][N:3]=1.[Cu](C#N)[C:14]#[N:15].O. The catalyst class is: 3. (4) The catalyst class is: 7. Reactant: [CH:1]([C:3]1([OH:9])[CH2:8][CH2:7][O:6][CH2:5][CH2:4]1)=[CH2:2].[H-].[Na+].S(OC)(O[CH3:16])(=O)=O.[NH4+].[Cl-]. Product: [CH3:16][O:9][C:3]1([CH:1]=[CH2:2])[CH2:8][CH2:7][O:6][CH2:5][CH2:4]1.